From a dataset of Reaction yield outcomes from USPTO patents with 853,638 reactions. Predict the reaction yield, written as a fraction of the theoretical maximum amount of product (1.0 means a 100% yield; for example, 0.34 means a 34% yield). (1) The reactants are [Cl:1][C:2]1[N:7]=[CH:6][C:5]([CH:8]2[O:12][C:11](=[O:13])[NH:10][CH:9]2[CH2:14][C:15]2[CH:20]=[CH:19][C:18]([C:21]([F:24])([F:23])[F:22])=[CH:17][CH:16]=2)=[CH:4][CH:3]=1.[C:25]([O:29][C:30](O[C:30]([O:29][C:25]([CH3:28])([CH3:27])[CH3:26])=[O:31])=[O:31])([CH3:28])([CH3:27])[CH3:26]. The catalyst is C(#N)C.CN(C1C=CC=CN=1)C. The product is [Cl:1][C:2]1[N:7]=[CH:6][C:5]([CH:8]2[O:12][C:11](=[O:13])[N:10]([C:30]([O:29][C:25]([CH3:28])([CH3:27])[CH3:26])=[O:31])[CH:9]2[CH2:14][C:15]2[CH:20]=[CH:19][C:18]([C:21]([F:23])([F:24])[F:22])=[CH:17][CH:16]=2)=[CH:4][CH:3]=1. The yield is 0.930. (2) The catalyst is CCOC(C)=O. The reactants are C(OC([NH:8][C@@H:9]([CH2:14][C:15]1[CH:20]=[CH:19][CH:18]=[CH:17][CH:16]=1)[C:10](=[O:13])[CH2:11][Cl:12])=O)(C)(C)C.Cl. The product is [Cl-:12].[Cl:12][CH2:11][C:10](=[O:13])[C@@H:9]([NH3+:8])[CH2:14][C:15]1[CH:20]=[CH:19][CH:18]=[CH:17][CH:16]=1. The yield is 0.980. (3) The reactants are [C:1]([O:5][C:6]([N:8]1[CH2:13][CH2:12][N:11]([C:14]2[C:22]([F:23])=[CH:21][C:17]([C:18](O)=[O:19])=[C:16]([F:24])[CH:15]=2)[CH2:10][CH2:9]1)=[O:7])([CH3:4])([CH3:3])[CH3:2].Cl.[CH2:26]([NH2:28])[CH3:27].CCN(C(C)C)C(C)C.CN(C(ON1N=NC2C=CC=NC1=2)=[N+](C)C)C.F[P-](F)(F)(F)(F)F. The catalyst is CN(C=O)C.O. The product is [CH2:26]([NH:28][C:18]([C:17]1[C:16]([F:24])=[CH:15][C:14]([N:11]2[CH2:12][CH2:13][N:8]([C:6]([O:5][C:1]([CH3:4])([CH3:2])[CH3:3])=[O:7])[CH2:9][CH2:10]2)=[C:22]([F:23])[CH:21]=1)=[O:19])[CH3:27]. The yield is 0.890. (4) The reactants are Br[CH2:2][CH2:3][CH2:4][CH2:5][C:6]([CH3:16])([CH3:15])[CH2:7][O:8][CH:9]1[CH2:14][CH2:13][CH2:12][CH2:11][O:10]1.[OH2:17].[OH2:18].O.O.O.O.O.O.O.[S-2:26].[Na+].[Na+]. The catalyst is C(O)C.O. The product is [CH3:15][C:6]([CH3:16])([CH2:7][O:8][CH:9]1[CH2:14][CH2:13][CH2:12][CH2:11][O:10]1)[CH2:5][CH2:4][CH2:3][CH2:2][S:26][CH2:2][CH2:3][CH2:4][CH2:5][C:6]([CH3:16])([CH3:15])[CH2:7][O:17][CH:11]1[CH2:12][CH2:13][CH2:14][CH2:9][O:18]1. The yield is 0.780. (5) The reactants are [C:1]([O:5][C:6]([N:8]([CH2:10][C:11]1[C:12]([F:35])=[C:13]([C:28]2[C:29]([F:34])=[N:30][CH:31]=[CH:32][CH:33]=2)[N:14]([S:16]([C:19]2[O:23][C:22]([C:24](OC)=[O:25])=[CH:21][CH:20]=2)(=[O:18])=[O:17])[CH:15]=1)[CH3:9])=[O:7])([CH3:4])([CH3:3])[CH3:2].CO.[NH3:38]. The catalyst is CO. The product is [NH2:38][C:24]([C:22]1[O:23][C:19]([S:16]([N:14]2[C:13]([C:28]3[C:29]([F:34])=[N:30][CH:31]=[CH:32][CH:33]=3)=[C:12]([F:35])[C:11]([CH2:10][N:8]([CH3:9])[C:6](=[O:7])[O:5][C:1]([CH3:2])([CH3:4])[CH3:3])=[CH:15]2)(=[O:17])=[O:18])=[CH:20][CH:21]=1)=[O:25]. The yield is 0.770. (6) The reactants are C([O:5][C:6](=[O:27])/[CH:7]=[CH:8]/[C:9]1[CH:26]=[N:25][C:12]2[NH:13][C:14](=[O:24])[N:15]([CH2:17][CH2:18][C:19]([O:21][CH2:22][CH3:23])=[O:20])[CH2:16][C:11]=2[CH:10]=1)(C)(C)C.C(OC(=O)/C=C/C1C=NC2NC(=O)N(CCN(C)C)CC=2C=1)(C)(C)C. No catalyst specified. The yield is 0.440. The product is [CH2:22]([O:21][C:19]([CH2:18][CH2:17][N:15]1[CH2:16][C:11]2[CH:10]=[C:9](/[CH:8]=[CH:7]/[C:6]([OH:27])=[O:5])[CH:26]=[N:25][C:12]=2[NH:13][C:14]1=[O:24])=[O:20])[CH3:23]. (7) The reactants are [Cl:1][C:2]1[CH:7]=[CH:6][C:5]([N:8]2[CH:14]=[CH:13][C:12](=[O:15])[N:11]([CH2:16][CH2:17][CH2:18][C:19]([N:21]3[CH2:28][CH2:27][C:24]4([CH2:26][CH2:25]4)[C@H:23]([OH:29])[CH2:22]3)=[O:20])[CH2:10][C@H:9]2[CH3:30])=[CH:4][C:3]=1[C:31]([F:34])([F:33])[F:32].C(O)(=O)C. The catalyst is CO.O=[Pt]=O. The product is [Cl:1][C:2]1[CH:7]=[CH:6][C:5]([N:8]2[CH2:14][CH2:13][C:12](=[O:15])[N:11]([CH2:16][CH2:17][CH2:18][C:19]([N:21]3[CH2:28][CH2:27][C:24]4([CH2:26][CH2:25]4)[C@H:23]([OH:29])[CH2:22]3)=[O:20])[CH2:10][C@H:9]2[CH3:30])=[CH:4][C:3]=1[C:31]([F:32])([F:33])[F:34]. The yield is 0.980.